Dataset: Forward reaction prediction with 1.9M reactions from USPTO patents (1976-2016). Task: Predict the product of the given reaction. Given the reactants [Cl:1][C:2]1[CH:3]=[C:4]2[C:8](=[CH:9][CH:10]=1)[N:7]([CH2:11][CH2:12][CH2:13][CH2:14][S:15]([CH3:18])(=[O:17])=[O:16])[C:6]([CH2:19]Cl)=[CH:5]2.[NH:21]1[C:25]2=[CH:26][N:27]=[CH:28][CH:29]=[C:24]2[C:23]2([CH2:31][CH2:30]2)[C:22]1=[O:32].C(=O)([O-])[O-].[Cs+].[Cs+], predict the reaction product. The product is: [Cl:1][C:2]1[CH:3]=[C:4]2[C:8](=[CH:9][CH:10]=1)[N:7]([CH2:11][CH2:12][CH2:13][CH2:14][S:15]([CH3:18])(=[O:17])=[O:16])[C:6]([CH2:19][N:21]1[C:25]3=[CH:26][N:27]=[CH:28][CH:29]=[C:24]3[C:23]3([CH2:30][CH2:31]3)[C:22]1=[O:32])=[CH:5]2.